From a dataset of Reaction yield outcomes from USPTO patents with 853,638 reactions. Predict the reaction yield, written as a fraction of the theoretical maximum amount of product (1.0 means a 100% yield; for example, 0.34 means a 34% yield). (1) No catalyst specified. The reactants are [F:1][C:2]1[CH:10]=[CH:9][C:5]([C:6]([OH:8])=[O:7])=[C:4]([CH3:11])[CH:3]=1.O=S(Cl)Cl.[CH3:16]O. The yield is 0.950. The product is [F:1][C:2]1[CH:10]=[CH:9][C:5]([C:6]([O:8][CH3:16])=[O:7])=[C:4]([CH3:11])[CH:3]=1. (2) The product is [N+:1]([C:4]1[CH:9]=[C:8]([N+:10]([O-:12])=[O:11])[CH:7]=[CH:6][C:5]=1/[N:13]=[N:14]/[C:15]1[C:21]([O:22][CH2:23][CH:24]([CH2:29][CH3:30])[CH2:25][CH2:26][CH2:27][CH3:28])=[CH:20][C:18](/[N:19]=[N:82]/[C:68]2[CH:69]=[CH:70][C:65]([N:64]([CH2:52][CH2:53][CH2:54][CH2:55][CH2:56][CH2:57][CH2:58][CH2:59][CH2:60][CH2:61][CH2:62][CH3:63])[CH2:72][CH:73]([CH2:88][CH3:89])[CH2:74][CH2:75][CH2:76][CH3:79])=[CH:66][C:67]=2[CH3:71])=[C:17]([O:31][CH2:32][CH:33]([CH2:38][CH3:39])[CH2:34][CH2:35][CH2:36][CH3:37])[CH:16]=1)([O-:3])=[O:2]. The reactants are [N+:1]([C:4]1[CH:9]=[C:8]([N+:10]([O-:12])=[O:11])[CH:7]=[CH:6][C:5]=1[N:13]=[N:14][C:15]1[C:21]([O:22][CH2:23][CH:24]([CH2:29][CH3:30])[CH2:25][CH2:26][CH2:27][CH3:28])=[CH:20][C:18]([NH2:19])=[C:17]([O:31][CH2:32][CH:33]([CH2:38][CH3:39])[CH2:34][CH2:35][CH2:36][CH3:37])[CH:16]=1)([O-:3])=[O:2].N(OS(=O)(=O)O)=O.S(=O)(=O)(O)O.[CH2:52]([N:64]([CH2:72][CH2:73][CH:74](C)[CH2:75][C:76]([CH3:79])(C)C)[C:65]1[CH:70]=[CH:69][CH:68]=[C:67]([CH3:71])[CH:66]=1)[CH2:53][CH2:54][CH2:55][CH2:56][CH2:57][CH2:58][CH2:59][CH2:60][CH2:61][CH2:62][CH3:63].S(=O)(=O)(O)[NH2:82].CN1C(=O)C[CH2:89][CH2:88]1. The yield is 0.440. The catalyst is CC(C)=O. (3) The reactants are [C:1]1([NH:7][C:8](=[O:22])[NH:9][C:10]2[CH:15]=[CH:14][C:13]([CH2:16][C:17]([O:19]CC)=[O:18])=[CH:12][CH:11]=2)[CH:6]=[CH:5][CH:4]=[CH:3][CH:2]=1.[OH-].[Na+].Cl. The catalyst is C1COCC1.C[C@H]1O[C@H]2[C@H](O)[C@@H](O)[C@H](OC3C4C(=CC5OCOC=5C=4)[C@@H](C4C=C(OC)C(O)=C(OC)C=4)[C@@H]4[C@@H]3COC4=O)O[C@@H]2CO1.C1COP(NCCCl)(=O)N(CCCl)C1.[NH2-].[NH2-].Cl[Pt+2]Cl. The product is [C:1]1([NH:7][C:8](=[O:22])[NH:9][C:10]2[CH:15]=[CH:14][C:13]([CH2:16][C:17]([OH:19])=[O:18])=[CH:12][CH:11]=2)[CH:2]=[CH:3][CH:4]=[CH:5][CH:6]=1. The yield is 0.930.